Task: Predict which catalyst facilitates the given reaction.. Dataset: Catalyst prediction with 721,799 reactions and 888 catalyst types from USPTO (1) Reactant: [C:1]([O:5][C:6]([N:8]1[CH2:12][C@@H:11]([OH:13])[C@H:10]([C:14]#[N:15])[CH2:9]1)=[O:7])([CH3:4])([CH3:3])[CH3:2].[CH3:16]I. Product: [C:1]([O:5][C:6]([N:8]1[CH2:12][C@@H:11]([O:13][CH3:16])[C@H:10]([C:14]#[N:15])[CH2:9]1)=[O:7])([CH3:4])([CH3:2])[CH3:3]. The catalyst class is: 1. (2) Reactant: [F:1][C:2]1[CH:7]=[CH:6][C:5]([C:8]2[C:13]([OH:14])=[C:12]([N+:15]([O-])=O)[CH:11]=[C:10]([C:18]([O:20][CH3:21])=[O:19])[CH:9]=2)=[CH:4][CH:3]=1. Product: [NH2:15][C:12]1[CH:11]=[C:10]([C:18]([O:20][CH3:21])=[O:19])[CH:9]=[C:8]([C:5]2[CH:4]=[CH:3][C:2]([F:1])=[CH:7][CH:6]=2)[C:13]=1[OH:14]. The catalyst class is: 29. (3) Reactant: [O:1]=[C:2]1[CH2:7][CH2:6][N:5]2[N:8]=[C:9]([C:13]3[CH:14]=[N:15][CH:16]=[CH:17][CH:18]=3)[C:10]([C:11]#[N:12])=[C:4]2[NH:3]1.[H-].[Na+].[CH3:21]I.O. Product: [CH3:21][N:3]1[C:2](=[O:1])[CH2:7][CH2:6][N:5]2[N:8]=[C:9]([C:13]3[CH:14]=[N:15][CH:16]=[CH:17][CH:18]=3)[C:10]([C:11]#[N:12])=[C:4]12. The catalyst class is: 3. (4) Reactant: BrC1C=CC(S(O[C@@H:12]2[CH2:45][N:15]3[C:16](=[O:44])[C@@H:17]([NH:36][C:37]([O:39][C:40]([CH3:43])([CH3:42])[CH3:41])=[O:38])[CH2:18][CH2:19][CH2:20][CH2:21][CH2:22][CH:23]=[CH:24][C@@H:25]4[CH2:30][C@@:26]4([C:31]([O:33][CH2:34][CH3:35])=[O:32])[NH:27][C:28](=[O:29])[C@@H:14]3[CH2:13]2)(=O)=O)=CC=1.[CH:46]1[C:59]2[C:58]3[C:53](=[CH:54][CH:55]=[CH:56][CH:57]=3)[C:52](=[O:60])[NH:51][C:50]=2[CH:49]=[CH:48][CH:47]=1.C(=O)([O-])[O-].[Cs+].[Cs+].Cl. Product: [C:40]([O:39][C:37]([NH:36][C@@H:17]1[C:16](=[O:44])[N:15]2[CH2:45][C@H:12]([O:60][C:52]3[N:51]=[C:50]4[C:59](=[C:58]5[C:53]=3[CH:54]=[CH:55][CH:56]=[CH:57]5)[CH:46]=[CH:47][CH:48]=[CH:49]4)[CH2:13][C@H:14]2[C:28](=[O:29])[NH:27][C@:26]2([C:31]([O:33][CH2:34][CH3:35])=[O:32])[CH2:30][C@H:25]2[CH:24]=[CH:23][CH2:22][CH2:21][CH2:20][CH2:19][CH2:18]1)=[O:38])([CH3:43])([CH3:42])[CH3:41]. The catalyst class is: 374. (5) Reactant: [CH2:1]([N:3]1[CH:7]=[C:6]([CH3:8])[C:5]([C:9]([OH:11])=O)=[N:4]1)[CH3:2].O1CCCC1.C(Cl)(=O)C(Cl)=O.[NH2:23][C:24]1[CH:25]=[C:26]([CH:43]=[CH:44][CH:45]=1)[O:27][C:28]1[CH:29]=[CH:30][C:31]2[N:32]([N:34]=[C:35]([NH:37][C:38]([CH:40]3[CH2:42][CH2:41]3)=[O:39])[N:36]=2)[CH:33]=1. Product: [CH:40]1([C:38]([NH:37][C:35]2[N:36]=[C:31]3[CH:30]=[CH:29][C:28]([O:27][C:26]4[CH:25]=[C:24]([NH:23][C:9]([C:5]5[C:6]([CH3:8])=[CH:7][N:3]([CH2:1][CH3:2])[N:4]=5)=[O:11])[CH:45]=[CH:44][CH:43]=4)=[CH:33][N:32]3[N:34]=2)=[O:39])[CH2:41][CH2:42]1. The catalyst class is: 402. (6) Reactant: [OH:1][C:2]1[CH:7]=[C:6]([O:8][CH3:9])[CH:5]=[CH:4][C:3]=1[C:10](=[O:19])[CH2:11][C:12]([O:14][C:15]([CH3:18])([CH3:17])[CH3:16])=[O:13].[CH:20](=O)[C:21]1[CH:26]=[CH:25][CH:24]=[CH:23][CH:22]=1.N1CCCCC1.C(O)(=O)C. Product: [OH:1][C:2]1[CH:7]=[C:6]([O:8][CH3:9])[CH:5]=[CH:4][C:3]=1[C:10](/[C:11](=[CH:20]\[C:21]1[CH:26]=[CH:25][CH:24]=[CH:23][CH:22]=1)/[C:12]([O:14][C:15]([CH3:16])([CH3:18])[CH3:17])=[O:13])=[O:19]. The catalyst class is: 48. (7) Reactant: CON(C)[C:4]([C@@H:6]([N:11]([CH3:19])[C:12](=[O:18])[O:13][C:14]([CH3:17])([CH3:16])[CH3:15])[CH2:7][CH2:8][CH2:9][CH3:10])=O.[C:21]([CH2:26][CH:27]=P(C1C=CC=CC=1)(C1C=CC=CC=1)C1C=CC=CC=1)([O:23][CH2:24][CH3:25])=[O:22]. Product: [C:14]([O:13][C:12]([N:11]([CH3:19])[C@@H:6]([CH2:7][CH2:8][CH2:9][CH3:10])/[CH:4]=[C:26](\[CH3:27])/[C:21]([O:23][CH2:24][CH3:25])=[O:22])=[O:18])([CH3:15])([CH3:16])[CH3:17]. The catalyst class is: 2. (8) Reactant: [C:1]([C:3]1[CH:11]=[CH:10][CH:9]=[C:8]2[C:4]=1[CH:5]=[CH:6][N:7]2[CH2:12][CH2:13][C:14]([O:16][CH2:17][CH3:18])=[O:15])#[N:2].[NH2:19][OH:20].Cl.C([O-])([O-])=O.[Na+].[Na+]. Product: [OH:20][NH:19][C:1](=[NH:2])[C:3]1[CH:11]=[CH:10][CH:9]=[C:8]2[C:4]=1[CH:5]=[CH:6][N:7]2[CH2:12][CH2:13][C:14]([O:16][CH2:17][CH3:18])=[O:15]. The catalyst class is: 14. (9) The catalyst class is: 6. Reactant: [CH2:1]([NH:8][C:9]1[CH:14]=[CH:13][C:12]([CH2:15][C:16]2[C:24]3[C:19](=[N:20][CH:21]=[CH:22][CH:23]=3)[N:18]([Si](C(C)C)(C(C)C)C(C)C)[CH:17]=2)=[CH:11][N:10]=1)[C:2]1[CH:7]=[CH:6][CH:5]=[CH:4][CH:3]=1.O1CCCC1.[F-].C([N+](CCCC)(CCCC)CCCC)CCC. Product: [CH2:1]([NH:8][C:9]1[CH:14]=[CH:13][C:12]([CH2:15][C:16]2[C:24]3[C:19](=[N:20][CH:21]=[CH:22][CH:23]=3)[NH:18][CH:17]=2)=[CH:11][N:10]=1)[C:2]1[CH:3]=[CH:4][CH:5]=[CH:6][CH:7]=1.